Dataset: Forward reaction prediction with 1.9M reactions from USPTO patents (1976-2016). Task: Predict the product of the given reaction. (1) Given the reactants [CH3:1][N:2]1[C:6]2[CH:7]=[CH:8][C:9]([C:11]3[CH:16]=[CH:15][C:14]([C:17]([N:19]4[CH2:24][CH2:23][N:22]([C:25]([C:27]5([NH:30]C(=O)OC(C)(C)C)[CH2:29][CH2:28]5)=[O:26])[CH2:21][CH2:20]4)=[O:18])=[CH:13][CH:12]=3)=[CH:10][C:5]=2[N:4]=[CH:3]1, predict the reaction product. The product is: [NH2:30][C:27]1([C:25]([N:22]2[CH2:21][CH2:20][N:19]([C:17]([C:14]3[CH:13]=[CH:12][C:11]([C:9]4[CH:8]=[CH:7][C:6]5[N:2]([CH3:1])[CH:3]=[N:4][C:5]=5[CH:10]=4)=[CH:16][CH:15]=3)=[O:18])[CH2:24][CH2:23]2)=[O:26])[CH2:29][CH2:28]1. (2) Given the reactants [Cl-].[Cl:2][C:3]1[C:12]2[C:7](=[CH:8][CH:9]=[CH:10][CH:11]=2)[CH:6]=[CH:5][C:4]=1[NH:13][CH2:14][CH2:15][NH3+:16].[Cl:17][C:18]1[O:22][C:21]([CH:23]=O)=[CH:20][CH:19]=1, predict the reaction product. The product is: [Cl:17][C:18]1[O:22][C:21]([CH2:23][NH:16][CH2:15][CH2:14][NH:13][C:4]2[CH:5]=[CH:6][C:7]3[C:12](=[CH:11][CH:10]=[CH:9][CH:8]=3)[C:3]=2[Cl:2])=[CH:20][CH:19]=1. (3) Given the reactants Cl.[Cl:2][C:3]1[CH:8]=[CH:7][C:6]([C:9]2[CH2:10][CH2:11][N:12](C(OC(C)(C)C)=O)[CH2:13][CH:14]=2)=[C:5]([CH2:22][C:23]([O:25][CH3:26])=[O:24])[CH:4]=1, predict the reaction product. The product is: [ClH:2].[Cl:2][C:3]1[CH:8]=[CH:7][C:6]([C:9]2[CH2:14][CH2:13][NH:12][CH2:11][CH:10]=2)=[C:5]([CH2:22][C:23]([O:25][CH3:26])=[O:24])[CH:4]=1. (4) Given the reactants Cl[C:2]1[C:11]([C:12]([OH:14])=[O:13])=[CH:10][C:9]2[C:4](=[CH:5][CH:6]=[C:7]([Cl:15])[CH:8]=2)[N:3]=1.[NH2:16][C@@H:17]([CH2:21][C:22]1[CH:27]=[CH:26][C:25]([O:28][C:29]2[CH:34]=[CH:33][C:32]([Cl:35])=[CH:31][N:30]=2)=[CH:24][CH:23]=1)[C:18]([OH:20])=[O:19], predict the reaction product. The product is: [C:18]([C@@H:17]([NH:16][C:2]1[C:11]([C:12]([OH:14])=[O:13])=[CH:10][C:9]2[C:4](=[CH:5][CH:6]=[C:7]([Cl:15])[CH:8]=2)[N:3]=1)[CH2:21][C:22]1[CH:23]=[CH:24][C:25]([O:28][C:29]2[CH:34]=[CH:33][C:32]([Cl:35])=[CH:31][N:30]=2)=[CH:26][CH:27]=1)([OH:20])=[O:19].